Dataset: Catalyst prediction with 721,799 reactions and 888 catalyst types from USPTO. Task: Predict which catalyst facilitates the given reaction. (1) Reactant: [Cl:1][C:2]1[CH:3]=[C:4]2[C:8](=[CH:9][CH:10]=1)[NH:7][C:6](=[O:11])[C:5]2=[CH:12][C:13]1[O:17][C:16]([C:18]2[CH:19]=[C:20]([CH:24]=[CH:25][C:26]=2[F:27])[C:21](O)=[O:22])=[CH:15][CH:14]=1.CN(C(ON1N=NC2C=CC=CC1=2)=[N+](C)C)C.F[P-](F)(F)(F)(F)F.CCN(C(C)C)C(C)C.[CH3:61][N:62]1[CH2:68][CH2:67][CH2:66][NH:65][CH2:64][CH2:63]1. Product: [Cl:1][C:2]1[CH:3]=[C:4]2[C:8](=[CH:9][CH:10]=1)[NH:7][C:6](=[O:11])[C:5]2=[CH:12][C:13]1[O:17][C:16]([C:18]2[CH:19]=[C:20]([C:21]([N:65]3[CH2:66][CH2:67][CH2:68][N:62]([CH3:61])[CH2:63][CH2:64]3)=[O:22])[CH:24]=[CH:25][C:26]=2[F:27])=[CH:15][CH:14]=1. The catalyst class is: 3. (2) Product: [CH3:15][C@@H:12]1[CH2:13][CH2:14][NH:9][CH2:10][C@@H:11]1[NH:16][C:17](=[O:23])[O:18][C:19]([CH3:22])([CH3:21])[CH3:20]. The catalyst class is: 29. Reactant: O.C([N:9]1[CH2:14][CH2:13][C@@H:12]([CH3:15])[C@@H:11]([N:16](C)[C:17](=[O:23])[O:18][C:19]([CH3:22])([CH3:21])[CH3:20])[CH2:10]1)C1C=CC=CC=1. (3) Reactant: [Cl:1][C:2]1[CH:7]=[C:6]([Cl:8])[CH:5]=[CH:4][C:3]=1[C:9]1[N:10]=[C:11]([CH2:28][CH3:29])[C:12]([NH:17][C@@H:18]2[C:26]3[C:21](=C[CH:23]=[CH:24][CH:25]=3)[CH2:20][C@@H:19]2O)=[N:13][C:14]=1[CH2:15][CH3:16].BrC1[N:32]=C(CC)C(NC2C3C(=NC=CC=3)CC2)=NC=1CC. Product: [Cl:1][C:2]1[CH:7]=[C:6]([Cl:8])[CH:5]=[CH:4][C:3]=1[C:9]1[N:10]=[C:11]([CH2:28][CH3:29])[C:12]([NH:17][CH:18]2[C:26]3[C:25](=[N:32][CH:19]=[CH:20][CH:21]=3)[CH2:24][CH2:23]2)=[N:13][C:14]=1[CH2:15][CH3:16]. The catalyst class is: 276. (4) Reactant: [F:1][C:2]1[CH:3]=[C:4]2[C:8](=[CH:9][CH:10]=1)[NH:7][C:6]([C:11]1[CH:12]=[N:13][C:14](F)=[CH:15][CH:16]=1)=[CH:5]2.[CH3:18][NH2:19]. Product: [F:1][C:2]1[CH:3]=[C:4]2[C:8](=[CH:9][CH:10]=1)[NH:7][C:6]([C:11]1[CH:16]=[CH:15][C:14]([NH:19][CH3:18])=[N:13][CH:12]=1)=[CH:5]2. The catalyst class is: 5.